This data is from Reaction yield outcomes from USPTO patents with 853,638 reactions. The task is: Predict the reaction yield, written as a fraction of the theoretical maximum amount of product (1.0 means a 100% yield; for example, 0.34 means a 34% yield). (1) The reactants are [CH3:1][N:2]([CH3:16])[CH2:3][CH2:4][NH:5][C:6]1[CH:15]=[CH:14][C:9]([C:10]([O:12][CH3:13])=[O:11])=[CH:8][CH:7]=1.C(=O)(OC(C)(C)C)[O:18][C:19]([O:21][C:22]([CH3:25])([CH3:24])[CH3:23])=O. The catalyst is C1COCC1. The product is [CH3:16][N:2]([CH3:1])[CH2:3][CH2:4][N:5]([C:19]([O:21][C:22]([CH3:25])([CH3:24])[CH3:23])=[O:18])[C:6]1[CH:15]=[CH:14][C:9]([C:10]([O:12][CH3:13])=[O:11])=[CH:8][CH:7]=1. The yield is 0.740. (2) The reactants are C[O:2][CH2:3][CH2:4][NH:5][C:6]1[C:7]([C:11]2[N:15]([C:16]3[CH:21]=[CH:20][CH:19]=[C:18]([C:22]([F:25])([F:24])[F:23])[CH:17]=3)[C:14](=[O:26])[O:13][N:12]=2)=[N:8][O:9][N:10]=1.B(Br)(Br)Br.C(=O)(O)[O-].[Na+].C(OCC)(=O)C. The catalyst is ClCCl.O. The product is [OH:2][CH2:3][CH2:4][NH:5][C:6]1[C:7]([C:11]2[N:15]([C:16]3[CH:21]=[CH:20][CH:19]=[C:18]([C:22]([F:24])([F:23])[F:25])[CH:17]=3)[C:14](=[O:26])[O:13][N:12]=2)=[N:8][O:9][N:10]=1. The yield is 0.810. (3) The reactants are [Br:1][C:2]1[N:6]2[C:7]3[C:12]([CH2:13][CH2:14][C:5]2=[C:4]([C:21]([O:23]CC)=[O:22])[N:3]=1)=[CH:11][C:10]([O:15][CH3:16])=[C:9]([CH2:17][CH:18]([CH3:20])[CH3:19])[CH:8]=3.[OH-].[K+].Cl.CCOC(C)=O. The catalyst is CO.O. The product is [Br:1][C:2]1[N:6]2[C:7]3[C:12]([CH2:13][CH2:14][C:5]2=[C:4]([C:21]([OH:23])=[O:22])[N:3]=1)=[CH:11][C:10]([O:15][CH3:16])=[C:9]([CH2:17][CH:18]([CH3:19])[CH3:20])[CH:8]=3. The yield is 1.33. (4) The reactants are [CH3:1][NH:2][CH2:3][CH:4]1[CH2:8][C:7]2[CH:9]=[CH:10][CH:11]=[C:12]([C:13]3[CH:18]=[CH:17][CH:16]=[CH:15][C:14]=3[Cl:19])[C:6]=2[O:5]1.C(N(C(C)C)CC)(C)C.Cl[C:30]([O:32][CH2:33][C:34]1[CH:39]=[CH:38][CH:37]=[CH:36][CH:35]=1)=[O:31].C1(C2C3OC(CNC(=O)OCC4C=CC=CC=4)CC=3C=CC=2)CCCC1. No catalyst specified. The product is [CH2:33]([O:32][C:30](=[O:31])[N:2]([CH2:3][CH:4]1[CH2:8][C:7]2[CH:9]=[CH:10][CH:11]=[C:12]([C:13]3[CH:18]=[CH:17][CH:16]=[CH:15][C:14]=3[Cl:19])[C:6]=2[O:5]1)[CH3:1])[C:34]1[CH:39]=[CH:38][CH:37]=[CH:36][CH:35]=1. The yield is 0.860. (5) The reactants are [C:1]([C:3](=[C:9]1[CH2:14][CH2:13][N:12]([C:15]([O:17][C:18]([CH3:21])([CH3:20])[CH3:19])=[O:16])[CH2:11][CH2:10]1)[C:4]([O:6][CH2:7][CH3:8])=[O:5])#[N:2].Br[Mg][C:24]1[CH:29]=[CH:28][C:27]([Cl:30])=[CH:26][CH:25]=1. The catalyst is [Cu]I.O1CCCC1. The product is [Cl:30][C:27]1[CH:28]=[CH:29][C:24]([C:9]2([CH:3]([C:1]#[N:2])[C:4]([O:6][CH2:7][CH3:8])=[O:5])[CH2:10][CH2:11][N:12]([C:15]([O:17][C:18]([CH3:20])([CH3:19])[CH3:21])=[O:16])[CH2:13][CH2:14]2)=[CH:25][CH:26]=1. The yield is 0.720. (6) The reactants are CCN(C(C)C)C(C)C.[O:10]=[C:11]1[CH2:15][CH2:14][CH2:13][N:12]1[C:16]1[CH:24]=[CH:23][C:19]([C:20]([OH:22])=O)=[CH:18][CH:17]=1.C1C=CC2N(O)N=NC=2C=1.CCN=C=NCCCN(C)C.Cl.[NH2:47][CH2:48][C:49]([N:51]1[CH2:56][CH2:55][N:54]([C:57](=[O:66])[C:58]2[CH:63]=[C:62]([F:64])[CH:61]=[CH:60][C:59]=2[Cl:65])[CH2:53][CH2:52]1)=[O:50].ClC1C=CC(F)=CC=1C(O)=O. The catalyst is CN(C=O)C.O. The product is [Cl:65][C:59]1[CH:60]=[CH:61][C:62]([F:64])=[CH:63][C:58]=1[C:57]([N:54]1[CH2:53][CH2:52][N:51]([C:49](=[O:50])[CH2:48][NH:47][C:20](=[O:22])[C:19]2[CH:18]=[CH:17][C:16]([N:12]3[CH2:13][CH2:14][CH2:15][C:11]3=[O:10])=[CH:24][CH:23]=2)[CH2:56][CH2:55]1)=[O:66]. The yield is 0.610.